Dataset: Full USPTO retrosynthesis dataset with 1.9M reactions from patents (1976-2016). Task: Predict the reactants needed to synthesize the given product. (1) Given the product [CH3:24][CH:25]([CH3:28])[C:26]#[C:27][C:2]1[CH:23]=[CH:22][C:5]([C:6]([NH:8][S:9]([C:12]2[CH:17]=[CH:16][CH:15]=[CH:14][C:13]=2[S:18](=[O:21])(=[O:20])[NH2:19])(=[O:11])=[O:10])=[O:7])=[CH:4][N:3]=1, predict the reactants needed to synthesize it. The reactants are: Br[C:2]1[CH:23]=[CH:22][C:5]([C:6]([NH:8][S:9]([C:12]2[CH:17]=[CH:16][CH:15]=[CH:14][C:13]=2[S:18](=[O:21])(=[O:20])[NH2:19])(=[O:11])=[O:10])=[O:7])=[CH:4][N:3]=1.[CH3:24][CH:25]([CH3:28])[C:26]#[CH:27]. (2) The reactants are: C([O:8][C:9]1[CH:14]=[CH:13][C:12]([C:15]2[O:16][C:17]3[C:22]([C:23](=[O:29])[C:24]=2[O:25][CH2:26][O:27][CH3:28])=[CH:21][CH:20]=[C:19]([O:30][CH2:31][O:32][CH3:33])[CH:18]=3)=[CH:11][C:10]=1[O:34][CH2:35][O:36][CH3:37])C1C=CC=CC=1. Given the product [OH:8][C:9]1[CH:14]=[CH:13][C:12]([C:15]2[O:16][C:17]3[C:22]([C:23](=[O:29])[C:24]=2[O:25][CH2:26][O:27][CH3:28])=[CH:21][CH:20]=[C:19]([O:30][CH2:31][O:32][CH3:33])[CH:18]=3)=[CH:11][C:10]=1[O:34][CH2:35][O:36][CH3:37], predict the reactants needed to synthesize it. (3) Given the product [F:10][C:9]([F:12])([F:11])[C:8]([OH:14])=[O:22].[F:10][C:9]([F:12])([F:11])[C:8]([C:5]1[CH:6]=[CH:7][C:2]([N:18]2[CH2:19][CH2:20][N:15]([S:80]([C:76]3[S:75][CH:79]=[CH:78][N:77]=3)(=[O:82])=[O:81])[CH2:16][CH2:17]2)=[CH:3][CH:4]=1)([OH:14])[CH3:13], predict the reactants needed to synthesize it. The reactants are: Br[C:2]1[CH:7]=[CH:6][C:5]([C:8]([OH:14])([CH3:13])[C:9]([F:12])([F:11])[F:10])=[CH:4][CH:3]=1.[N:15]1(C(OCC2C=CC=CC=2)=[O:22])[CH2:20][CH2:19][NH:18][CH2:17][CH2:16]1.C1(P(C2CCCCC2)C2C=CC=CC=2C2C(OC(C)C)=CC=CC=2OC(C)C)CCCCC1.CC(C)([O-])C.[Na+].C(=O)(O)[O-].[Na+].[S:75]1[CH:79]=[CH:78][N:77]=[C:76]1[S:80](Cl)(=[O:82])=[O:81].CCN(C(C)C)C(C)C. (4) Given the product [CH:22]1([C:11]2[CH:16]=[CH:15][CH:14]=[CH:13][C:12]=2[C:17]([F:20])([F:19])[F:18])[CH2:26][CH2:25][CH2:24][CH2:23]1, predict the reactants needed to synthesize it. The reactants are: [Mg].CN(CCN(C)C)C.Br[C:11]1[CH:16]=[CH:15][CH:14]=[CH:13][C:12]=1[C:17]([F:20])([F:19])[F:18].Br[CH:22]1[CH2:26][CH2:25][CH2:24][CH2:23]1. (5) Given the product [C:3]([NH2:13])(=[O:4])[C:5]1[CH:10]=[CH:9][CH:8]=[CH:7][CH:6]=1, predict the reactants needed to synthesize it. The reactants are: ClC(Cl)(Cl)[C:3]([C:5]1[CH:10]=[CH:9][CH:8]=[CH:7][CH:6]=1)=[O:4].[NH2:13]CC1C=CC=CN=1. (6) Given the product [NH:1]([C:13]([O:15][C:16]([CH3:17])([CH3:19])[CH3:18])=[O:14])[C@H:2]([C:10]([OH:12])=[O:11])[CH3:3], predict the reactants needed to synthesize it. The reactants are: [NH:1]([C:13]([O:15][C:16]([CH3:19])([CH3:18])[CH3:17])=[O:14])[C@H:2]([C:10]([OH:12])=[O:11])[CH2:3]C1C=CC=CC=1.C(O)CCC.CCO.CC(O)=O. (7) Given the product [Cl:1][C:2]1[C:10]2[N:9]=[N:8][N:7]([CH2:11][CH:12]3[CH2:13][CH2:14]3)[C:6]=2[CH:5]=[CH:4][C:3]=1[C:15]1[CH2:20][CH2:19][CH:18]([CH2:21][OH:22])[CH2:17][CH:16]=1, predict the reactants needed to synthesize it. The reactants are: [Cl:1][C:2]1[C:10]2[N:9]=[N:8][N:7]([CH2:11][CH:12]3[CH2:14][CH2:13]3)[C:6]=2[CH:5]=[CH:4][C:3]=1[C:15]1[CH2:20][CH2:19][CH:18]([C:21](OC)=[O:22])[CH2:17][CH:16]=1.CO.[BH4-].[Li+].C(=O)(O)[O-].[Na+].